From a dataset of CYP2C9 inhibition data for predicting drug metabolism from PubChem BioAssay. Regression/Classification. Given a drug SMILES string, predict its absorption, distribution, metabolism, or excretion properties. Task type varies by dataset: regression for continuous measurements (e.g., permeability, clearance, half-life) or binary classification for categorical outcomes (e.g., BBB penetration, CYP inhibition). Dataset: cyp2c9_veith. (1) The drug is N[C@@H](Cc1cccnn1)C(=O)O. The result is 0 (non-inhibitor). (2) The drug is O=C(O)[C@@H]1[C@H](C(=O)O)[C@]2(Cl)C(Cl)=C(Cl)[C@@]1(Cl)C2(Cl)Cl. The result is 0 (non-inhibitor). (3) The molecule is Cc1ccccc1N=C(N)Nc1ccccc1C. The result is 0 (non-inhibitor). (4) The drug is O=C(O)[C@@H]1[C@@H](C(=O)O)[C@]23CCCC2=C2CC[C@@]3(C(=O)O)[C@]3(C(=O)O)C[C@@]213. The result is 0 (non-inhibitor). (5) The compound is O=c1nc(N2CCCCCC2)nc(N2CCCCCC2)[nH]1. The result is 0 (non-inhibitor).